This data is from Catalyst prediction with 721,799 reactions and 888 catalyst types from USPTO. The task is: Predict which catalyst facilitates the given reaction. (1) Reactant: [Cl:1][C:2]1[CH:7]=[CH:6][CH:5]=[C:4]([Cl:8])[C:3]=1[CH2:9][C:10](=[N:12][OH:13])[NH2:11].[CH:14]1([CH2:17]Br)[CH2:16][CH2:15]1.CC(C)([O-])C.[K+].P([O-])(O)(O)=O.[Na+]. Product: [CH:14]1([CH2:17][C:4]2([Cl:8])[CH:5]=[CH:6][CH:7]=[C:2]([Cl:1])[CH:3]2[CH2:9][C:10](=[N:12][OH:13])[NH2:11])[CH2:16][CH2:15]1. The catalyst class is: 9. (2) Reactant: CC1(C)C(C)(C)OB([C:9]2[CH:31]=[N:30][C:12]3[N:13]([CH2:22][O:23][CH2:24][CH2:25][Si:26]([CH3:29])([CH3:28])[CH3:27])[C:14]4[CH:19]=[N:18][C:17]([C:20]#[N:21])=[CH:16][C:15]=4[C:11]=3[CH:10]=2)O1.C[N+]1([O-])CC[O:37]CC1. Product: [OH:37][C:9]1[CH:31]=[N:30][C:12]2[N:13]([CH2:22][O:23][CH2:24][CH2:25][Si:26]([CH3:27])([CH3:28])[CH3:29])[C:14]3[CH:19]=[N:18][C:17]([C:20]#[N:21])=[CH:16][C:15]=3[C:11]=2[CH:10]=1. The catalyst class is: 1. (3) Reactant: [NH2:1][C@H:2]1[CH2:7][CH2:6][CH2:5][CH2:4][C@@H:3]1[N:8]1[C:12]([C:13]2[CH:18]=[CH:17][CH:16]=[CH:15][CH:14]=2)=[C:11]([C:19]([O:21][CH2:22][CH3:23])=[O:20])[N:10]=[CH:9]1.C(N(CC)CC)C.Cl[C:32]([O:34][CH2:35][CH3:36])=[O:33]. Product: [CH2:35]([O:34][C:32]([NH:1][C@H:2]1[CH2:7][CH2:6][CH2:5][CH2:4][C@@H:3]1[N:8]1[C:12]([C:13]2[CH:18]=[CH:17][CH:16]=[CH:15][CH:14]=2)=[C:11]([C:19]([O:21][CH2:22][CH3:23])=[O:20])[N:10]=[CH:9]1)=[O:33])[CH3:36]. The catalyst class is: 4.